The task is: Predict the reactants needed to synthesize the given product.. This data is from Full USPTO retrosynthesis dataset with 1.9M reactions from patents (1976-2016). (1) Given the product [CH2:1]([O:3][C:4]1[N:9]=[C:8]([C:10]([O:12][CH3:16])=[O:11])[C:7]([N+:13]([O-:15])=[O:14])=[CH:6][CH:5]=1)[CH3:2], predict the reactants needed to synthesize it. The reactants are: [CH2:1]([O:3][C:4]1[N:9]=[C:8]([C:10]([OH:12])=[O:11])[C:7]([N+:13]([O-:15])=[O:14])=[CH:6][CH:5]=1)[CH3:2].[C:16](=O)([O-])[O-].[K+].[K+].IC. (2) Given the product [OH:34][C:17]1([CH2:16][N:11]2[C:10](=[O:35])[C:9]3[C:14](=[CH:15][C:6]([NH:5][C:1](=[O:3])[CH3:2])=[CH:7][CH:8]=3)[N:13]=[CH:12]2)[CH2:22][CH2:21][N:20]([C:23](=[O:33])[CH2:24][CH:25]([C:27]2[CH:28]=[CH:29][CH:30]=[CH:31][CH:32]=2)[CH3:26])[CH2:19][CH2:18]1, predict the reactants needed to synthesize it. The reactants are: [C:1](Cl)(=[O:3])[CH3:2].[NH2:5][C:6]1[CH:15]=[C:14]2[C:9]([C:10](=[O:35])[N:11]([CH2:16][C:17]3([OH:34])[CH2:22][CH2:21][N:20]([C:23](=[O:33])[CH2:24][CH:25]([C:27]4[CH:32]=[CH:31][CH:30]=[CH:29][CH:28]=4)[CH3:26])[CH2:19][CH2:18]3)[CH:12]=[N:13]2)=[CH:8][CH:7]=1.CCN(C(C)C)C(C)C. (3) Given the product [Br:1][C:2]1[CH:3]=[CH:4][C:5]([C:12]2[CH2:31][C:30]([C:28]3[CH:27]=[C:26]([Cl:36])[CH:25]=[C:24]([Cl:23])[CH:29]=3)([C:32]([F:33])([F:35])[F:34])[O:14][N:13]=2)=[C:6]2[C:11]=1[CH:10]=[N:9][CH:8]=[CH:7]2, predict the reactants needed to synthesize it. The reactants are: [Br:1][C:2]1[C:11]2[CH:10]=[N:9][CH:8]=[CH:7][C:6]=2[C:5]([CH:12]=[N:13][OH:14])=[CH:4][CH:3]=1.ClN1C(=O)CCC1=O.[Cl:23][C:24]1[CH:29]=[C:28]([C:30]([C:32]([F:35])([F:34])[F:33])=[CH2:31])[CH:27]=[C:26]([Cl:36])[CH:25]=1.C(N(CC)CC)C. (4) Given the product [C:14]([OH:23])(=[O:22])[C@H:15]([C@@H:17]([C:19]([OH:21])=[O:20])[OH:18])[OH:16].[CH3:1][C:2]1([CH3:13])[C:10]2[C:5](=[C:6]([NH2:11])[CH:7]=[CH:8][CH:9]=2)[CH:4]([CH3:12])[CH2:3]1, predict the reactants needed to synthesize it. The reactants are: [CH3:1][C:2]1([CH3:13])[C:10]2[C:5](=[C:6]([NH2:11])[CH:7]=[CH:8][CH:9]=2)[CH:4]([CH3:12])[CH2:3]1.[C:14]([OH:23])(=[O:22])[C@H:15]([C@@H:17]([C:19]([OH:21])=[O:20])[OH:18])[OH:16].